Dataset: Peptide-MHC class I binding affinity with 185,985 pairs from IEDB/IMGT. Task: Regression. Given a peptide amino acid sequence and an MHC pseudo amino acid sequence, predict their binding affinity value. This is MHC class I binding data. (1) The peptide sequence is FTLINWRSV. The MHC is HLA-B15:01 with pseudo-sequence HLA-B15:01. The binding affinity (normalized) is 0.0847. (2) The peptide sequence is ETLDVFGPI. The MHC is HLA-B15:01 with pseudo-sequence HLA-B15:01. The binding affinity (normalized) is 0.0847. (3) The peptide sequence is EITAEWLWR. The MHC is HLA-A68:01 with pseudo-sequence HLA-A68:01. The binding affinity (normalized) is 0.562. (4) The binding affinity (normalized) is 0.0847. The MHC is HLA-A68:02 with pseudo-sequence HLA-A68:02. The peptide sequence is QHSFMANRM. (5) The peptide sequence is ESRDRKWLY. The MHC is HLA-A31:01 with pseudo-sequence HLA-A31:01. The binding affinity (normalized) is 0. (6) The peptide sequence is PVSIINNAVY. The MHC is HLA-A29:02 with pseudo-sequence HLA-A29:02. The binding affinity (normalized) is 0.573. (7) The peptide sequence is ALTLSPYYK. The MHC is Patr-A0101 with pseudo-sequence Patr-A0101. The binding affinity (normalized) is 0.589. (8) The peptide sequence is RSLYNTVAVLY. The MHC is HLA-B18:01 with pseudo-sequence HLA-B18:01. The binding affinity (normalized) is 0.489. (9) The peptide sequence is FMPKCSKV. The MHC is Mamu-B01 with pseudo-sequence Mamu-B01. The binding affinity (normalized) is 0.